Dataset: Reaction yield outcomes from USPTO patents with 853,638 reactions. Task: Predict the reaction yield, written as a fraction of the theoretical maximum amount of product (1.0 means a 100% yield; for example, 0.34 means a 34% yield). (1) The reactants are [CH2:1]([O:3][C:4]([CH:6]1[C:18]2[C:17]3[C:12](=[C:13](Cl)[CH:14]=[CH:15][C:16]=3[O:19][CH3:20])[N:11]([CH2:22][CH2:23][F:24])[C:10]=2[CH2:9][CH2:8][CH2:7]1)=[O:5])[CH3:2].C(N(CC)CC)C. The catalyst is CO.[Pd]. The product is [CH2:1]([O:3][C:4]([CH:6]1[C:18]2[C:17]3[C:12](=[CH:13][CH:14]=[CH:15][C:16]=3[O:19][CH3:20])[N:11]([CH2:22][CH2:23][F:24])[C:10]=2[CH2:9][CH2:8][CH2:7]1)=[O:5])[CH3:2]. The yield is 0.880. (2) The reactants are [Cl:1][C:2]1[CH:3]=[C:4]([C:13]([OH:15])=[O:14])[S:5][C:6]=1[C:7]1[N:11]([CH3:12])[N:10]=[CH:9][CH:8]=1.[Cl:16]N1C(=O)CCC1=O. The catalyst is C1COCC1. The product is [Cl:1][C:2]1[CH:3]=[C:4]([C:13]([OH:15])=[O:14])[S:5][C:6]=1[C:7]1[N:11]([CH3:12])[N:10]=[CH:9][C:8]=1[Cl:16]. The yield is 0.980. (3) The reactants are [CH2:1]([C:3]1[NH:4][CH:5]=[CH:6][N:7]=1)[CH3:2].Br[CH2:9][C:10]([O:12][CH2:13][CH3:14])=[O:11].C(=O)([O-])[O-].[K+].[K+]. The catalyst is CC(C)=O. The yield is 0.300. The product is [CH2:13]([O:12][C:10](=[O:11])[CH2:9][N:4]1[CH:5]=[CH:6][N:7]=[C:3]1[CH2:1][CH3:2])[CH3:14]. (4) The reactants are [Cl:1][C:2]1[CH:3]=[CH:4][C:5]([NH:8][C:9]([C:11]2[CH:16]=[C:15]([Cl:17])[CH:14]=[CH:13][C:12]=2[NH:18][C:19]([C:21]2[CH:26]=[CH:25][C:24]([S:27]([CH3:30])(=[NH:29])=[O:28])=[CH:23][CH:22]=2)=[O:20])=[O:10])=[N:6][CH:7]=1.N1C=CC=CC=1.[Cl:37][CH2:38][C:39](Cl)=[O:40]. The catalyst is C(Cl)Cl.O. The product is [Cl:1][C:2]1[CH:3]=[CH:4][C:5]([NH:8][C:9]([C:11]2[CH:16]=[C:15]([Cl:17])[CH:14]=[CH:13][C:12]=2[NH:18][C:19]([C:21]2[CH:26]=[CH:25][C:24]([S:27]([CH3:30])(=[N:29][C:39](=[O:40])[CH2:38][Cl:37])=[O:28])=[CH:23][CH:22]=2)=[O:20])=[O:10])=[N:6][CH:7]=1. The yield is 0.520. (5) The reactants are [NH:1]1[C:5]2[CH:6]=[CH:7][CH:8]=[CH:9][C:4]=2[N:3]=[C:2]1[N:10]1[C:14](=[O:15])[C:13](=[CH:16][N:17](C)C)[C:12]([C:20]2[CH:25]=[CH:24][CH:23]=[CH:22][CH:21]=2)=[N:11]1.N. No catalyst specified. The product is [NH2:17][CH:16]=[C:13]1[C:12]([C:20]2[CH:25]=[CH:24][CH:23]=[CH:22][CH:21]=2)=[N:11][N:10]([C:2]2[NH:3][C:4]3[CH:9]=[CH:8][CH:7]=[CH:6][C:5]=3[N:1]=2)[C:14]1=[O:15]. The yield is 0.700. (6) The reactants are [C:1]1([C:7]2[CH:15]=[C:14]3[C:10]([CH2:11][C:12](=[O:16])[NH:13]3)=[CH:9][CH:8]=2)[CH:6]=[CH:5][CH:4]=[CH:3][CH:2]=1.[CH2:17]([N:19]([CH2:33][CH3:34])[CH2:20][CH2:21][N:22]([CH3:32])[C:23]([C:25]1[NH:26][C:27]([CH:30]=O)=[CH:28][CH:29]=1)=[O:24])[CH3:18]. No catalyst specified. The product is [CH2:33]([N:19]([CH2:17][CH3:18])[CH2:20][CH2:21][N:22]([CH3:32])[C:23]([C:25]1[NH:26][C:27]([CH:30]=[C:11]2[C:10]3[C:14](=[CH:15][C:7]([C:1]4[CH:2]=[CH:3][CH:4]=[CH:5][CH:6]=4)=[CH:8][CH:9]=3)[NH:13][C:12]2=[O:16])=[CH:28][CH:29]=1)=[O:24])[CH3:34]. The yield is 0.630.